The task is: Predict the product of the given reaction.. This data is from Forward reaction prediction with 1.9M reactions from USPTO patents (1976-2016). (1) Given the reactants [NH2:1][C:2]1[C:7]([C:8]2[CH:13]=[C:12]([Cl:14])[CH:11]=[C:10]([Cl:15])[C:9]=2[Cl:16])=[N:6][CH:5]=[C:4]([NH:17][C:18](=[O:20])[CH3:19])[N:3]=1.[C:21](Cl)(=[O:25])[CH:22]([CH3:24])[CH3:23], predict the reaction product. The product is: [CH:22]([C:21]([NH:1][C:2]1[C:7]([C:8]2[CH:13]=[C:12]([Cl:14])[CH:11]=[C:10]([Cl:15])[C:9]=2[Cl:16])=[N:6][CH:5]=[C:4]([NH:17][C:18](=[O:20])[CH3:19])[N:3]=1)=[O:25])([CH3:24])[CH3:23]. (2) Given the reactants [C:1]([N:5]1[C:9]([NH:10][C:11]2[C:20]3[C:15](=[CH:16][CH:17]=[CH:18][CH:19]=3)[C:14](=[O:21])[N:13]([C:22]3[CH:27]=[CH:26][C:25](Cl)=[CH:24][CH:23]=3)[N:12]=2)=[CH:8][C:7]([CH3:29])=[N:6]1)([CH3:4])([CH3:3])[CH3:2].[NH:30]1[CH2:35][CH2:34][CH2:33][CH2:32][CH2:31]1.CC([O-])(C)C.[Na+].C(P(C(C)(C)C)C1C=CC=CC=1C1C=CC=CC=1)(C)(C)C, predict the reaction product. The product is: [C:1]([N:5]1[C:9]([NH:10][C:11]2[C:20]3[C:15](=[CH:16][CH:17]=[CH:18][CH:19]=3)[C:14](=[O:21])[N:13]([C:22]3[CH:27]=[CH:26][C:25]([N:30]4[CH2:35][CH2:34][CH2:33][CH2:32][CH2:31]4)=[CH:24][CH:23]=3)[N:12]=2)=[CH:8][C:7]([CH3:29])=[N:6]1)([CH3:4])([CH3:3])[CH3:2].